Dataset: CYP2C9 inhibition data for predicting drug metabolism from PubChem BioAssay. Task: Regression/Classification. Given a drug SMILES string, predict its absorption, distribution, metabolism, or excretion properties. Task type varies by dataset: regression for continuous measurements (e.g., permeability, clearance, half-life) or binary classification for categorical outcomes (e.g., BBB penetration, CYP inhibition). Dataset: cyp2c9_veith. (1) The compound is Cc1ccc(-n2nnnc2-c2cnc3ccc(Cl)cc3c2-c2ccccc2)cc1. The result is 1 (inhibitor). (2) The molecule is O=C([O-])c1cc2cc(Cc3cccnc3)ccc2o1.[Na+]. The result is 0 (non-inhibitor). (3) The drug is COc1ccc(CNc2cc(-c3ccccc3OC)ncn2)c(OC)c1. The result is 0 (non-inhibitor).